This data is from Full USPTO retrosynthesis dataset with 1.9M reactions from patents (1976-2016). The task is: Predict the reactants needed to synthesize the given product. The reactants are: [NH2:1][C:2]1[CH:3]=[N:4][CH:5]=[CH:6][CH:7]=1.C(N(CC)CC)C.[C:15](Cl)(=[O:20])[C:16]([CH3:19])([CH3:18])[CH3:17]. Given the product [CH3:17][C:16]([CH3:19])([CH3:18])[C:15]([NH:1][C:2]1[CH:3]=[N:4][CH:5]=[CH:6][CH:7]=1)=[O:20], predict the reactants needed to synthesize it.